From a dataset of Catalyst prediction with 721,799 reactions and 888 catalyst types from USPTO. Predict which catalyst facilitates the given reaction. (1) Reactant: [CH3:1][C:2]([CH3:29])([CH3:28])[CH2:3][CH2:4][C:5]([N:7]1[CH2:12][CH2:11][N:10]([C:13]2[CH:18]=[C:17]([C:19]3[N:23]=[C:22](C(Cl)(Cl)Cl)[O:21][N:20]=3)[CH:16]=[CH:15][N:14]=2)[CH2:9][CH2:8]1)=[O:6].[CH3:30][NH:31][CH3:32].CO. Product: [CH3:1][C:2]([CH3:29])([CH3:28])[CH2:3][CH2:4][C:5]([N:7]1[CH2:12][CH2:11][N:10]([C:13]2[CH:18]=[C:17]([C:19]3[N:23]=[C:22]([N:31]([CH3:32])[CH3:30])[O:21][N:20]=3)[CH:16]=[CH:15][N:14]=2)[CH2:9][CH2:8]1)=[O:6]. The catalyst class is: 5. (2) Reactant: C(OC[N:9]1[C:13]2[N:14]=[C:15]([NH:28][C:29]3[CH:34]=[CH:33][C:32]([NH:35][CH:36]4[CH2:39][N:38]([CH2:40][CH2:41][F:42])[CH2:37]4)=[CH:31][C:30]=3[O:43][CH3:44])[N:16]=[C:17]([O:18][C:19]3[CH:24]=[CH:23][CH:22]=[C:21]([N+:25]([O-])=O)[CH:20]=3)[C:12]=2[CH:11]=[CH:10]1)(=O)C(C)(C)C.NN.O. Product: [NH2:25][C:21]1[CH:20]=[C:19]([CH:24]=[CH:23][CH:22]=1)[O:18][C:17]1[C:12]2[CH:11]=[CH:10][NH:9][C:13]=2[N:14]=[C:15]([NH:28][C:29]2[CH:34]=[CH:33][C:32]([NH:35][CH:36]3[CH2:39][N:38]([CH2:40][CH2:41][F:42])[CH2:37]3)=[CH:31][C:30]=2[O:43][CH3:44])[N:16]=1. The catalyst class is: 43. (3) Reactant: [CH2:1]([N:4]1[C:13](=[O:14])[C:12]2[C:7](=[N:8][C:9]([N:15]3[CH:19]=[CH:18]N=C3)=[N:10][CH:11]=2)[N:6]([CH:20]([CH3:22])[CH3:21])[C:5]1=[O:23])[CH:2]=[CH2:3].[CH2:24]([N:26]([CH2:37][CH3:38])[CH2:27][CH2:28][O:29][C:30]1[CH:36]=CC(N)=[CH:32][CH:31]=1)[CH3:25]. Product: [CH2:1]([N:4]1[C:13](=[O:14])[C:12]2[C:7](=[N:8][C:9]([NH:15][C:19]3[CH:18]=[CH:36][C:30]([O:29][CH2:28][CH2:27][N:26]([CH2:37][CH3:38])[CH2:24][CH3:25])=[CH:31][CH:32]=3)=[N:10][CH:11]=2)[N:6]([CH:20]([CH3:22])[CH3:21])[C:5]1=[O:23])[CH:2]=[CH2:3]. The catalyst class is: 22. (4) Reactant: [Cl:1][C:2]1[CH:3]=[C:4]([C@@H:8]2[C@@H:13]([C:14]3[CH:19]=[CH:18][C:17]([Cl:20])=[CH:16][CH:15]=3)[N:12]([C@@H:21]([CH2:31][CH3:32])[CH2:22][N:23]([CH3:30])[S:24]([CH:27]3[CH2:29][CH2:28]3)(=[O:26])=[O:25])[C:11](=[O:33])[C@:10]([CH2:35][C:36](O)=[O:37])([CH3:34])[CH2:9]2)[CH:5]=[CH:6][CH:7]=1.C[N:40](C(ON1N=NC2C=CC=CC1=2)=[N+](C)C)C.F[P-](F)(F)(F)(F)F.Cl.C(N=C=NCCCN(C)C)C.C(=O)([O-])O.[Na+].N.CO. Product: [Cl:1][C:2]1[CH:3]=[C:4]([C@@H:8]2[C@@H:13]([C:14]3[CH:15]=[CH:16][C:17]([Cl:20])=[CH:18][CH:19]=3)[N:12]([C@@H:21]([CH2:31][CH3:32])[CH2:22][N:23]([CH3:30])[S:24]([CH:27]3[CH2:29][CH2:28]3)(=[O:25])=[O:26])[C:11](=[O:33])[C@:10]([CH2:35][C:36]([NH2:40])=[O:37])([CH3:34])[CH2:9]2)[CH:5]=[CH:6][CH:7]=1. The catalyst class is: 18. (5) Reactant: [F:1][C:2]1[CH:7]=[C:6]([F:8])[CH:5]=[CH:4][C:3]=1[C:9]1[CH:21]=[CH:20][C:12]([C:13]([O:15]C(C)(C)C)=[O:14])=[C:11]([NH:22][C:23](=[O:31])[C:24]2[CH:29]=[CH:28][C:27]([F:30])=[CH:26][CH:25]=2)[CH:10]=1. Product: [F:1][C:2]1[CH:7]=[C:6]([F:8])[CH:5]=[CH:4][C:3]=1[C:9]1[CH:21]=[CH:20][C:12]([C:13]([OH:15])=[O:14])=[C:11]([NH:22][C:23](=[O:31])[C:24]2[CH:29]=[CH:28][C:27]([F:30])=[CH:26][CH:25]=2)[CH:10]=1. The catalyst class is: 55. (6) Reactant: [CH2:1]([NH:8][C:9]([N:11]1[CH:16]2[C@H:17]([CH3:41])[N:18]([CH2:30][C:31]3[CH:32]=[CH:33][CH:34]=[C:35]4[C:40]=3[N:39]=[CH:38][CH:37]=[CH:36]4)[C:19](=[O:29])[C@H:20]([CH2:21][C:22]3[CH:27]=[CH:26][C:25]([OH:28])=[CH:24][CH:23]=3)[N:15]2[C:14](=[O:42])[CH2:13][N:12]1[CH3:43])=[O:10])[C:2]1[CH:7]=[CH:6][CH:5]=[CH:4][CH:3]=1.C(N(CC)CC)C.[N:51]([CH:54]([CH:65]([CH3:67])[CH3:66])[C:55]([O:57][CH2:58][C:59]1[CH:64]=[CH:63][CH:62]=[CH:61][CH:60]=1)=[O:56])=[C:52]=[O:53]. Product: [CH2:1]([NH:8][C:9]([N:11]1[CH:16]2[C@H:17]([CH3:41])[N:18]([CH2:30][C:31]3[CH:32]=[CH:33][CH:34]=[C:35]4[C:40]=3[N:39]=[CH:38][CH:37]=[CH:36]4)[C:19](=[O:29])[C@H:20]([CH2:21][C:22]3[CH:23]=[CH:24][C:25]([O:28][C:52]([NH:51][CH:54]([CH:65]([CH3:67])[CH3:66])[C:55]([O:57][CH2:58][C:59]4[CH:64]=[CH:63][CH:62]=[CH:61][CH:60]=4)=[O:56])=[O:53])=[CH:26][CH:27]=3)[N:15]2[C:14](=[O:42])[CH2:13][N:12]1[CH3:43])=[O:10])[C:2]1[CH:3]=[CH:4][CH:5]=[CH:6][CH:7]=1. The catalyst class is: 2. (7) Reactant: C(OC(=O)[NH:7][C@H:8]1[CH2:13][C@@H:12]([N:14]2[CH2:21][C:20]3[C:16](=[N:17][N:18]([CH2:22][C:23]([NH2:25])=[O:24])[CH:19]=3)[CH2:15]2)[CH2:11][O:10][C@@H:9]1[C:26]1[CH:31]=[C:30]([F:32])[CH:29]=[CH:28][C:27]=1[F:33])(C)(C)C.C(O)(C(F)(F)F)=O. Product: [NH2:7][C@@H:8]1[C@@H:9]([C:26]2[CH:31]=[C:30]([F:32])[CH:29]=[CH:28][C:27]=2[F:33])[O:10][CH2:11][C@H:12]([N:14]2[CH2:21][C:20]3[C:16](=[N:17][N:18]([CH2:22][C:23]([NH2:25])=[O:24])[CH:19]=3)[CH2:15]2)[CH2:13]1. The catalyst class is: 2.